This data is from Catalyst prediction with 721,799 reactions and 888 catalyst types from USPTO. The task is: Predict which catalyst facilitates the given reaction. (1) Reactant: [NH2:1][C:2]1[CH:3]=[C:4]([CH:7]=[C:8]([N:11]2[CH2:20][CH2:19][C@@H:18]3[C@H:13]([O:14][CH2:15][C:16](=O)[NH:17]3)[CH2:12]2)[C:9]=1[Cl:10])[C:5]#[N:6].B.CSC. Product: [NH2:1][C:2]1[CH:3]=[C:4]([CH:7]=[C:8]([N:11]2[CH2:20][CH2:19][C@@H:18]3[C@H:13]([O:14][CH2:15][CH2:16][NH:17]3)[CH2:12]2)[C:9]=1[Cl:10])[C:5]#[N:6]. The catalyst class is: 7. (2) Reactant: [CH2:1]([C:8]1[C:12](=[O:13])[N:11]([C:14]2[N:19]=[CH:18][C:17]([S:20]([NH:23][C@@H:24]3[CH2:28][CH2:27][C@H:26]([CH2:29][O:30]CC4C=CC=CC=4)[CH2:25]3)(=[O:22])=[O:21])=[CH:16][CH:15]=2)[NH:10][CH:9]=1)[C:2]1[CH:7]=[CH:6][CH:5]=[CH:4][CH:3]=1.B(Br)(Br)Br.[CH3:42]O. Product: [CH2:1]([C:8]1[C:12](=[O:13])[N:11]([C:14]2[N:19]=[CH:18][C:17]([S:20]([N:23]([C@@H:24]3[CH2:28][CH2:27][C@H:26]([CH2:29][OH:30])[CH2:25]3)[CH3:42])(=[O:22])=[O:21])=[CH:16][CH:15]=2)[NH:10][CH:9]=1)[C:2]1[CH:3]=[CH:4][CH:5]=[CH:6][CH:7]=1. The catalyst class is: 2. (3) Reactant: [C:1]([CH:3]=[CH:4][CH:5]1[CH2:10][CH2:9][CH2:8][CH:7]([NH:11]C(=O)OC(C)(C)C)[CH2:6]1)#[N:2].[ClH:19].O1CCOCC1. Product: [ClH:19].[NH2:11][CH:7]1[CH2:8][CH2:9][CH2:10][CH:5]([CH:4]=[CH:3][C:1]#[N:2])[CH2:6]1. The catalyst class is: 2. (4) Reactant: [C:1]([C:4]1[CH:5]=[CH:6][CH:7]=[C:8]2[C:13]=1[N:12]=[C:11]([N:14]([C:19]1[CH:24]=[CH:23][CH:22]=[CH:21][CH:20]=1)[C:15](=[O:18])[O:16][CH3:17])[CH:10]=[CH:9]2)(=[O:3])[CH3:2].CCN(CC)CC.[Si](OS(C(F)(F)F)(=O)=O)(C(C)(C)C)(C)C.O.[Br:48]Br. Product: [Br:48][CH2:2][C:1]([C:4]1[CH:5]=[CH:6][CH:7]=[C:8]2[C:13]=1[N:12]=[C:11]([N:14]([C:19]1[CH:24]=[CH:23][CH:22]=[CH:21][CH:20]=1)[C:15](=[O:18])[O:16][CH3:17])[CH:10]=[CH:9]2)=[O:3]. The catalyst class is: 326. (5) Reactant: [F:1][C:2]([F:15])([F:14])[S:3]([O:6]S(C(F)(F)F)(=O)=O)(=[O:5])=[O:4].O[C:17]1[CH:18]=[CH:19][C:20]2[CH:26]([CH2:27][CH2:28][C:29]([O:31][CH3:32])=[O:30])[N:25]([C:33]([O:35][C:36]([CH3:39])([CH3:38])[CH3:37])=[O:34])[CH2:24][CH2:23][CH2:22][C:21]=2[CH:40]=1.CCOCC. Product: [CH3:32][O:31][C:29](=[O:30])[CH2:28][CH2:27][CH:26]1[C:20]2[CH:19]=[CH:18][C:17]([O:6][S:3]([C:2]([F:15])([F:14])[F:1])(=[O:5])=[O:4])=[CH:40][C:21]=2[CH2:22][CH2:23][CH2:24][N:25]1[C:33]([O:35][C:36]([CH3:38])([CH3:37])[CH3:39])=[O:34]. The catalyst class is: 17. (6) Product: [F:14][C:8]1[CH:9]=[C:10]([F:13])[CH:11]=[CH:12][C:7]=1[C:23](=[O:24])[C@H:22]([O:21][CH:16]1[CH2:17][CH2:18][CH2:19][CH2:20][O:15]1)[CH3:31]. The catalyst class is: 195. Reactant: C1COCC1.Br[C:7]1[CH:12]=[CH:11][C:10]([F:13])=[CH:9][C:8]=1[F:14].[O:15]1[CH2:20][CH2:19][CH2:18][CH2:17][CH:16]1[O:21][C@H:22]([CH3:31])[C:23](N1CCOCC1)=[O:24].[NH4+].[Cl-]. (7) Reactant: [Cl:1][C:2]1[CH:3]=[CH:4][C:5]([O:25][CH:26]([F:28])[F:27])=[C:6]([C:8]2[C:12]([NH:13][C:14]([C:16]3[CH:17]=[N:18][N:19]4[CH:24]=[CH:23][CH:22]=[N:21][C:20]=34)=[O:15])=[CH:11][NH:10][N:9]=2)[CH:7]=1.C([O-])([O-])=O.[Cs+].[Cs+].CS(O[CH2:40][CH:41]=[C:42]1[CH2:51][CH2:50][C:45]2([O:49][CH2:48][CH2:47][O:46]2)[CH2:44][CH2:43]1)(=O)=O. Product: [Cl:1][C:2]1[CH:3]=[CH:4][C:5]([O:25][CH:26]([F:28])[F:27])=[C:6]([C:8]2[C:12]([NH:13][C:14]([C:16]3[CH:17]=[N:18][N:19]4[CH:24]=[CH:23][CH:22]=[N:21][C:20]=34)=[O:15])=[CH:11][N:10]([CH2:40][CH:41]=[C:42]3[CH2:51][CH2:50][C:45]4([O:46][CH2:47][CH2:48][O:49]4)[CH2:44][CH2:43]3)[N:9]=2)[CH:7]=1. The catalyst class is: 9. (8) Reactant: [CH3:1][N:2]([CH3:20])[CH:3]1[CH2:7][N:6](C(OCC2C=CC=CC=2)=O)[CH2:5][C:4]1([CH3:19])[CH3:18]. Product: [CH3:1][N:2]([CH3:20])[CH:3]1[C:4]([CH3:19])([CH3:18])[CH2:5][NH:6][CH2:7]1. The catalyst class is: 19.